Dataset: Forward reaction prediction with 1.9M reactions from USPTO patents (1976-2016). Task: Predict the product of the given reaction. (1) The product is: [OH:1][CH:2]([C:6]1[CH:7]=[CH:8][C:9]([C:12]2[N:16]=[C:15]([C:17]3[O:21][N:20]=[C:19]([C:22]4[CH:23]=[CH:24][CH:25]=[CH:26][CH:27]=4)[C:18]=3[C:28]([F:31])([F:30])[F:29])[O:14][N:13]=2)=[CH:10][CH:11]=1)[C:3]([NH:39][CH2:40][CH2:41][CH2:42][N:43]1[CH2:47][CH2:46][CH2:45][CH2:44]1)=[O:5]. Given the reactants [OH:1][CH:2]([C:6]1[CH:11]=[CH:10][C:9]([C:12]2[N:16]=[C:15]([C:17]3[O:21][N:20]=[C:19]([C:22]4[CH:27]=[CH:26][CH:25]=[CH:24][CH:23]=4)[C:18]=3[C:28]([F:31])([F:30])[F:29])[O:14][N:13]=2)=[CH:8][CH:7]=1)[C:3]([OH:5])=O.CN1CCOCC1.[NH2:39][CH2:40][CH2:41][CH2:42][N:43]1[CH2:47][CH2:46][CH2:45][CH2:44]1.F[P-](F)(F)(F)(F)F.N1(O[P+](N(C)C)(N(C)C)N(C)C)C2C=CC=CC=2N=N1, predict the reaction product. (2) Given the reactants [NH2:1][C:2]1[CH:9]=[CH:8][CH:7]=[C:6]([O:10][CH:11]2[CH2:16][CH2:15][CH2:14][CH2:13][CH2:12]2)[C:3]=1[C:4]#[N:5].ClCC(=O)[CH2:20][C:21]([O:23][CH2:24][CH3:25])=[O:22], predict the reaction product. The product is: [NH2:5][C:4]1[C:3]2[C:6]([O:10][CH:11]3[CH2:12][CH2:13][CH2:14][CH2:15][CH2:16]3)=[CH:7][CH:8]=[CH:9][C:2]=2[N:1]=[C:25]2[CH2:24][O:23][C:21](=[O:22])[C:20]=12.